This data is from Catalyst prediction with 721,799 reactions and 888 catalyst types from USPTO. The task is: Predict which catalyst facilitates the given reaction. (1) Reactant: C(N(S(F)(F)[F:7])CC)C.O[C:11]([C:14]1[CH:19]=[CH:18][C:17]([C:20]#[N:21])=[CH:16][CH:15]=1)([CH3:13])[CH3:12]. Product: [F:7][C:11]([C:14]1[CH:19]=[CH:18][C:17]([C:20]#[N:21])=[CH:16][CH:15]=1)([CH3:13])[CH3:12]. The catalyst class is: 34. (2) Reactant: [I:1][C:2]1[CH:3]=[N:4][N:5]([CH:7]2[CH2:10][CH:9]([OH:11])[CH2:8]2)[CH:6]=1.N1C=CN=C1.[Si:17](Cl)([C:20]([CH3:23])([CH3:22])[CH3:21])([CH3:19])[CH3:18]. Product: [C:20]([Si:17]([CH3:19])([CH3:18])[O:11][CH:9]1[CH2:8][CH:7]([N:5]2[CH:6]=[C:2]([I:1])[CH:3]=[N:4]2)[CH2:10]1)([CH3:23])([CH3:22])[CH3:21]. The catalyst class is: 143. (3) Reactant: [F:1][C:2]1[CH:7]=[CH:6][CH:5]=[C:4]([F:8])[C:3]=1[N:9]1[C:14]2[N:15]=[C:16](S(C)(=O)=O)[N:17]=[C:18]([C:19]3[CH:20]=[C:21]([CH:32]=[CH:33][C:34]=3[CH3:35])[C:22]([NH:24][CH2:25][C:26]3[CH:31]=[CH:30][CH:29]=[CH:28][CH:27]=3)=[O:23])[C:13]=2[CH2:12][NH:11][C:10]1=[O:40].[CH:41]([NH:44][CH2:45][CH2:46][NH2:47])([CH3:43])[CH3:42]. Product: [NH4+:9].[OH-:23].[F:1][C:2]1[CH:7]=[CH:6][CH:5]=[C:4]([F:8])[C:3]=1[N:9]1[C:14]2[N:15]=[C:16]([NH:47][CH2:46][CH2:45][NH:44][CH:41]([CH3:43])[CH3:42])[N:17]=[C:18]([C:19]3[CH:20]=[C:21]([CH:32]=[CH:33][C:34]=3[CH3:35])[C:22]([NH:24][CH2:25][C:26]3[CH:31]=[CH:30][CH:29]=[CH:28][CH:27]=3)=[O:23])[C:13]=2[CH2:12][NH:11][C:10]1=[O:40]. The catalyst class is: 49. (4) Reactant: [CH2:1]([C:3]([C:21]1[CH:32]=[CH:31][C:24]([C:25](N(OC)C)=[O:26])=[C:23]([CH3:33])[CH:22]=1)([C:6]1[CH:11]=[CH:10][C:9]([O:12][CH2:13][CH:14]([OH:19])[C:15]([CH3:18])([CH3:17])[CH3:16])=[C:8]([CH3:20])[CH:7]=1)[CH2:4][CH3:5])[CH3:2].C1COCC1.[H-].[H-].[H-].[H-].[Li+].[Al+3]. Product: [CH2:1]([C:3]([C:21]1[CH:32]=[CH:31][C:24]([CH:25]=[O:26])=[C:23]([CH3:33])[CH:22]=1)([C:6]1[CH:11]=[CH:10][C:9]([O:12][CH2:13][CH:14]([OH:19])[C:15]([CH3:17])([CH3:18])[CH3:16])=[C:8]([CH3:20])[CH:7]=1)[CH2:4][CH3:5])[CH3:2]. The catalyst class is: 28. (5) Reactant: [C:1]([O:5][C:6]([NH:8][CH2:9][C@H:10]1[CH2:15][CH2:14][C@H:13]([C:16]([NH:18][C@H:19]([C:37](=[O:50])[NH:38][C:39]2[CH:44]=[CH:43][C:42]([C:45]3[NH:49][N:48]=[N:47][N:46]=3)=[CH:41][CH:40]=2)[CH2:20][C:21]2[CH:22]=[CH:23][C:24]([CH3:36])=[C:25]([C:27]3[CH:32]=[CH:31][CH:30]=[C:29]([C:33](O)=[O:34])[CH:28]=3)[CH:26]=2)=[O:17])[CH2:12][CH2:11]1)=[O:7])([CH3:4])([CH3:3])[CH3:2].[CH3:51][O:52][CH2:53][CH2:54][O:55][CH2:56][CH2:57][O:58][CH2:59][CH2:60][NH2:61].F[P-](F)(F)(F)(F)F.CN(C(ON1C2=NC=CC=C2N=N1)=[N+](C)C)C.C(N(CC)C(C)C)(C)C. Product: [CH3:51][O:52][CH2:53][CH2:54][O:55][CH2:56][CH2:57][O:58][CH2:59][CH2:60][NH:61][C:33]([C:29]1[CH:28]=[C:27]([C:25]2[C:24]([CH3:36])=[CH:23][CH:22]=[C:21]([CH2:20][C@H:19]([NH:18][C:16]([C@H:13]3[CH2:14][CH2:15][C@H:10]([CH2:9][NH:8][C:6](=[O:7])[O:5][C:1]([CH3:2])([CH3:4])[CH3:3])[CH2:11][CH2:12]3)=[O:17])[C:37](=[O:50])[NH:38][C:39]3[CH:40]=[CH:41][C:42]([C:45]4[NH:46][N:47]=[N:48][N:49]=4)=[CH:43][CH:44]=3)[CH:26]=2)[CH:32]=[CH:31][CH:30]=1)=[O:34]. The catalyst class is: 7. (6) Reactant: [C:1]([O:5][C:6](=[O:20])[N:7]([C:9]1[CH:14]=[C:13]([S:15][CH3:16])[CH:12]=[CH:11][C:10]=1[N+:17]([O-])=O)[CH3:8])([CH3:4])([CH3:3])[CH3:2]. Product: [C:1]([O:5][C:6](=[O:20])[N:7]([C:9]1[CH:14]=[C:13]([S:15][CH3:16])[CH:12]=[CH:11][C:10]=1[NH2:17])[CH3:8])([CH3:4])([CH3:2])[CH3:3]. The catalyst class is: 541.